Dataset: Forward reaction prediction with 1.9M reactions from USPTO patents (1976-2016). Task: Predict the product of the given reaction. (1) Given the reactants [Cl:1][C:2]1[CH:3]=[C:4]([CH:18]=[C:19]([F:21])[CH:20]=1)[CH2:5][CH:6]1[C:10]2[NH:11][C:12]([C:14]([O:16]C)=[O:15])=[CH:13][C:9]=2[CH2:8][CH2:7]1.[OH-].[Li+].CO, predict the reaction product. The product is: [Cl:1][C:2]1[CH:3]=[C:4]([CH:18]=[C:19]([F:21])[CH:20]=1)[CH2:5][CH:6]1[C:10]2[NH:11][C:12]([C:14]([OH:16])=[O:15])=[CH:13][C:9]=2[CH2:8][CH2:7]1. (2) Given the reactants [C:1]([OH:8])(=[O:7])[CH2:2][CH2:3][C:4]([CH3:6])=O.Cl.[Cl:10][C:11]1[CH:12]=[C:13]([CH:26]=[CH:27][CH:28]=1)[C:14]([N:16]([C:18]1[CH:23]=[CH:22][C:21]([O:24][CH3:25])=[CH:20][CH:19]=1)N)=[O:15], predict the reaction product. The product is: [Cl:10][C:11]1[CH:12]=[C:13]([CH:26]=[CH:27][CH:28]=1)[C:14]([N:16]1[C:18]2[C:23](=[CH:22][C:21]([O:24][CH3:25])=[CH:20][CH:19]=2)[C:3]([CH2:2][C:1]([OH:8])=[O:7])=[C:4]1[CH3:6])=[O:15]. (3) Given the reactants C(OC([N:8]1[CH2:13][CH2:12][N:11]([S:14]([C:17]2[CH:18]=[C:19]([CH:23]=[CH:24][C:25]=2[O:26][C:27]2[CH:32]=[C:31]([CH3:33])[CH:30]=[C:29]([CH3:34])[CH:28]=2)[C:20]([OH:22])=[O:21])(=[O:16])=[O:15])[CH2:10][CH2:9]1)=O)(C)(C)C.[ClH:35], predict the reaction product. The product is: [ClH:35].[CH3:33][C:31]1[CH:32]=[C:27]([CH:28]=[C:29]([CH3:34])[CH:30]=1)[O:26][C:25]1[CH:24]=[CH:23][C:19]([C:20]([OH:22])=[O:21])=[CH:18][C:17]=1[S:14]([N:11]1[CH2:12][CH2:13][NH:8][CH2:9][CH2:10]1)(=[O:16])=[O:15].